From a dataset of Forward reaction prediction with 1.9M reactions from USPTO patents (1976-2016). Predict the product of the given reaction. (1) The product is: [Cl:1][C:2]1[CH:3]=[CH:4][C:5]2[N:11]3[CH:12]=[CH:13][CH:14]=[C:10]3[CH:9]([CH2:15][C:16]([N:18]3[CH2:23][CH2:22][CH:21]([CH2:24][C:25]([OH:27])=[O:26])[CH2:20][CH2:19]3)=[O:17])[O:8][CH:7]([C:30]3[CH:35]=[CH:34][CH:33]=[C:32]([O:36][CH3:37])[C:31]=3[O:38][CH3:39])[C:6]=2[CH:40]=1. Given the reactants [Cl:1][C:2]1[CH:3]=[CH:4][C:5]2[N:11]3[CH:12]=[CH:13][CH:14]=[C:10]3[CH:9]([CH2:15][C:16]([N:18]3[CH2:23][CH2:22][CH:21]([CH2:24][C:25]([O:27]CC)=[O:26])[CH2:20][CH2:19]3)=[O:17])[O:8][CH:7]([C:30]3[CH:35]=[CH:34][CH:33]=[C:32]([O:36][CH3:37])[C:31]=3[O:38][CH3:39])[C:6]=2[CH:40]=1.C(=O)([O-])[O-].[K+].[K+].C(O)(=O)C, predict the reaction product. (2) Given the reactants [CH3:1][C:2]1[O:8][C:7]([CH3:9])=[CH:6][C:4](=[O:5])[CH:3]=1.[H][H], predict the reaction product. The product is: [CH3:9][C@H:7]1[CH2:6][C:4](=[O:5])[CH2:3][C@@H:2]([CH3:1])[O:8]1. (3) Given the reactants [NH2:1][NH:2][C:3](=[NH:14])[C:4]1[C:9]([C:10]([F:13])([F:12])[F:11])=[CH:8][CH:7]=[N:6][CH:5]=1.[N+:15]([C:18]1[CH:19]=[C:20]([CH:23]=[CH:24][CH:25]=1)[CH:21]=O)([O-:17])=[O:16], predict the reaction product. The product is: [N+:15]([C:18]1[CH:19]=[C:20]([C:21]2[NH:1][N:2]=[C:3]([C:4]3[CH:5]=[N:6][CH:7]=[CH:8][C:9]=3[C:10]([F:11])([F:12])[F:13])[N:14]=2)[CH:23]=[CH:24][CH:25]=1)([O-:17])=[O:16].